Dataset: Forward reaction prediction with 1.9M reactions from USPTO patents (1976-2016). Task: Predict the product of the given reaction. (1) Given the reactants [CH:1]([C:4]1[CH:24]=[CH:23][C:7]([C:8]([C:10]2[CH:18]=[C:17]([O:19][CH2:20][C:21]#[CH:22])[CH:16]=[CH:15][C:11]=2[C:12]([OH:14])=[O:13])=[O:9])=[CH:6][CH:5]=1)([CH3:3])[CH3:2].S(=O)(=O)(O)O.[CH3:30]O, predict the reaction product. The product is: [CH3:30][O:13][C:12](=[O:14])[C:11]1[CH:15]=[CH:16][C:17]([O:19][CH2:20][C:21]#[CH:22])=[CH:18][C:10]=1[C:8](=[O:9])[C:7]1[CH:6]=[CH:5][C:4]([CH:1]([CH3:3])[CH3:2])=[CH:24][CH:23]=1. (2) Given the reactants C1C2C(COC(=O)[NH:17][CH2:18][C@H:19]3[C:24](=[O:25])[NH:23][C@@H:22]([CH2:26][C:27]4[CH:36]=[CH:35][C:34]5[C:29](=[CH:30][CH:31]=[CH:32][CH:33]=5)[CH:28]=4)[C:21](=[O:37])[N:20]3[CH2:38][C:39]3[CH:44]=[CH:43][C:42]([C:45]4[CH:50]=[CH:49][CH:48]=[CH:47][CH:46]=4)=[CH:41][CH:40]=3)C3C(=CC=CC=3)C=2C=CC=1.NCCN(CCN)CCN, predict the reaction product. The product is: [NH2:17][CH2:18][C@@H:19]1[N:20]([CH2:38][C:39]2[CH:40]=[CH:41][C:42]([C:45]3[CH:46]=[CH:47][CH:48]=[CH:49][CH:50]=3)=[CH:43][CH:44]=2)[C:21](=[O:37])[C@H:22]([CH2:26][C:27]2[CH:36]=[CH:35][C:34]3[C:29](=[CH:30][CH:31]=[CH:32][CH:33]=3)[CH:28]=2)[NH:23][C:24]1=[O:25]. (3) Given the reactants [CH2:1]([O:3][C:4]([C:6]1[N:7]([CH2:19][C:20]2[C:29]3[C:24](=[CH:25][CH:26]=[CH:27][CH:28]=3)[CH:23]=[CH:22][CH:21]=2)[C:8]2[C:13]([C:14]=1[CH:15]=[N:16]O)=[CH:12][C:11]([F:18])=[CH:10][CH:9]=2)=[O:5])[CH3:2].C([O-])(=O)C.[Na+], predict the reaction product. The product is: [CH2:1]([O:3][C:4]([C:6]1[N:7]([CH2:19][C:20]2[C:29]3[C:24](=[CH:25][CH:26]=[CH:27][CH:28]=3)[CH:23]=[CH:22][CH:21]=2)[C:8]2[C:13]([C:14]=1[CH2:15][NH2:16])=[CH:12][C:11]([F:18])=[CH:10][CH:9]=2)=[O:5])[CH3:2]. (4) Given the reactants [CH3:1][O:2][C:3]1[C:12]([O:13][CH2:14][CH2:15][CH2:16][CH2:17][CH3:18])=[C:11]2[C:6]([CH:7]=[C:8]([C:20]([OH:22])=O)[C:9](=[O:19])[NH:10]2)=[CH:5][CH:4]=1.[N:23]1[CH:28]=[CH:27][C:26]([CH2:29][CH2:30][NH2:31])=[CH:25][CH:24]=1.O.ON1C2C=CC=CC=2N=N1.C(=O)([O-])O.[Na+], predict the reaction product. The product is: [N:23]1[CH:28]=[CH:27][C:26]([CH2:29][CH2:30][NH:31][C:20]([C:8]2[C:9](=[O:19])[NH:10][C:11]3[C:6]([CH:7]=2)=[CH:5][CH:4]=[C:3]([O:2][CH3:1])[C:12]=3[O:13][CH2:14][CH2:15][CH2:16][CH2:17][CH3:18])=[O:22])=[CH:25][CH:24]=1. (5) The product is: [Cl:36][C:34]1[CH:33]=[CH:32][C:30]2[N:31]=[C:27]([NH:1][C:2]3[CH:3]=[CH:4][C:5]([C:8]4[CH:13]=[CH:12][C:11]([C:14]([C@@H:16]5[CH2:21][CH2:20][CH2:19][CH2:18][C@H:17]5[C:22]([OH:24])=[O:23])=[O:15])=[CH:10][CH:9]=4)=[CH:6][CH:7]=3)[S:28][C:29]=2[CH:35]=1. Given the reactants [NH2:1][C:2]1[CH:7]=[CH:6][C:5]([C:8]2[CH:13]=[CH:12][C:11]([C:14]([C@H:16]3[CH2:21][CH2:20][CH2:19][CH2:18][C@H:17]3[C:22]([O:24]C)=[O:23])=[O:15])=[CH:10][CH:9]=2)=[CH:4][CH:3]=1.Cl[C:27]1[S:28][C:29]2[CH:35]=[C:34]([Cl:36])[CH:33]=[CH:32][C:30]=2[N:31]=1.[OH-].[Na+], predict the reaction product. (6) Given the reactants [C:1]1([N:11]2[CH2:16][CH2:15][N:14]([CH2:17][CH2:18][CH2:19][CH:20]=[CH:21][C:22]3[N:31]=[C:30]4[C:25]([CH2:26][CH2:27][C:28](=[O:32])[NH:29]4)=[CH:24][CH:23]=3)[CH2:13][CH2:12]2)[C:10]2[CH2:9][CH2:8][CH2:7][CH2:6][C:5]=2[CH:4]=[CH:3][CH:2]=1.Cl, predict the reaction product. The product is: [C:1]1([N:11]2[CH2:16][CH2:15][N:14]([CH2:17][CH2:18][CH2:19][CH2:20][CH2:21][C:22]3[N:31]=[C:30]4[C:25]([CH2:26][CH2:27][C:28](=[O:32])[NH:29]4)=[CH:24][CH:23]=3)[CH2:13][CH2:12]2)[C:10]2[CH2:9][CH2:8][CH2:7][CH2:6][C:5]=2[CH:4]=[CH:3][CH:2]=1. (7) Given the reactants [Br:1][C:2]1[CH:10]=[C:9]2[C:5]([CH:6]=[N:7][NH:8]2)=[C:4]([N+:11]([O-:13])=[O:12])[CH:3]=1.[O:14]1[CH:19]=[CH:18][CH2:17][CH2:16][CH2:15]1.C1(C)C=CC(S([O-])(=O)=O)=CC=1.[NH+]1C=CC=CC=1.C(=O)(O)[O-].[Na+], predict the reaction product. The product is: [Br:1][C:2]1[CH:3]=[C:4]([N+:11]([O-:13])=[O:12])[C:5]2[C:9]([CH:10]=1)=[N:8][N:7]([CH:15]1[CH2:16][CH2:17][CH2:18][CH2:19][O:14]1)[CH:6]=2. (8) Given the reactants [O:1]1[CH2:6][CH:5]=[C:4]([C:7]2[CH:12]=[CH:11][N:10]=[C:9]([CH2:13][C:14]([O:16][CH3:17])=[O:15])[CH:8]=2)[CH2:3][CH2:2]1, predict the reaction product. The product is: [O:1]1[CH2:2][CH2:3][CH:4]([C:7]2[CH:12]=[CH:11][N:10]=[C:9]([CH2:13][C:14]([O:16][CH3:17])=[O:15])[CH:8]=2)[CH2:5][CH2:6]1. (9) Given the reactants Cl[C:2]1[CH:7]=[C:6]([CH3:8])[C:5]([N+:9]([O-])=O)=[CH:4][N:3]=1.[CH3:12]B1OB(C)OB(C)O1.[C:21](=[O:24])([O-])[O-:22].[K+].[K+].[C:27](OCC)(=O)[CH3:28], predict the reaction product. The product is: [C:27]([C:2]1[CH:7]=[C:6]2[CH:8]=[C:12]([C:21]([OH:22])=[O:24])[NH:9][C:5]2=[CH:4][N:3]=1)#[CH:28]. (10) The product is: [F:14][C:7]([F:6])([F:13])[C:8]([NH:5][CH2:4][CH2:3][NH:2][CH3:1])=[O:10]. Given the reactants [CH3:1][NH:2][CH2:3][CH2:4][NH2:5].[F:6][C:7]([F:14])([F:13])[C:8]([O:10]CC)=O.CCCCCC, predict the reaction product.